This data is from CYP2C9 inhibition data for predicting drug metabolism from PubChem BioAssay. The task is: Regression/Classification. Given a drug SMILES string, predict its absorption, distribution, metabolism, or excretion properties. Task type varies by dataset: regression for continuous measurements (e.g., permeability, clearance, half-life) or binary classification for categorical outcomes (e.g., BBB penetration, CYP inhibition). Dataset: cyp2c9_veith. (1) The molecule is CCC(=O)Nc1ccc(NC(=O)CSc2nnnn2-c2cccnc2)cc1C. The result is 0 (non-inhibitor). (2) The drug is COc1ccc(CNC(=O)c2csc(Cc3ccc(OC)cc3)n2)cc1. The result is 1 (inhibitor). (3) The molecule is Cc1cccc(-c2n[nH]c([N+](=O)[O-])n2)c1. The result is 1 (inhibitor).